From a dataset of Full USPTO retrosynthesis dataset with 1.9M reactions from patents (1976-2016). Predict the reactants needed to synthesize the given product. (1) Given the product [F:1][C:2]1([C:17]([OH:18])=[O:20])[CH2:7][CH2:6][CH2:5][N:4]([CH2:25][CH:24]([OH:23])[C:26]2[CH:31]=[CH:30][C:29]([C:32]3[N:36]=[C:35]([C:37]4[O:41][N:40]=[C:39]([C:42]5[CH:47]=[CH:46][CH:45]=[CH:44][CH:43]=5)[C:38]=4[C:48]([F:51])([F:50])[F:49])[O:34][N:33]=3)=[CH:28][CH:27]=2)[CH2:3]1, predict the reactants needed to synthesize it. The reactants are: [F:1][C:2]1(C#N)[CH2:7][CH2:6][CH2:5][NH:4][CH2:3]1.C(O)(C(F)(F)F)=O.[C:17](=[O:20])([O-])[O-:18].[Cs+].[Cs+].[O:23]1[CH2:25][CH:24]1[C:26]1[CH:31]=[CH:30][C:29]([C:32]2[N:36]=[C:35]([C:37]3[O:41][N:40]=[C:39]([C:42]4[CH:47]=[CH:46][CH:45]=[CH:44][CH:43]=4)[C:38]=3[C:48]([F:51])([F:50])[F:49])[O:34][N:33]=2)=[CH:28][CH:27]=1. (2) Given the product [CH2:25]1[O:26][C:19]2[C:20](=[CH:21][C:22]3[CH:23]=[C:10]([CH2:9][N:5]4[CH2:6][CH2:7][CH2:8][C@H:4]4[C:3]([OH:35])=[O:2])[C:11]4[C:16]([C:17]=3[CH:18]=2)=[CH:15][C:14]([O:27][CH2:28][C:29]2[CH:30]=[CH:31][CH:32]=[CH:33][CH:34]=2)=[CH:13][CH:12]=4)[O:24]1, predict the reactants needed to synthesize it. The reactants are: C[O:2][C:3](=[O:35])[C@@H:4]1[CH2:8][CH2:7][CH2:6][N:5]1[CH2:9][C:10]1[C:11]2[C:16]([C:17]3[CH:18]=[C:19]4[O:26][CH2:25][O:24][C:20]4=[CH:21][C:22]=3[CH:23]=1)=[CH:15][C:14]([O:27][CH2:28][C:29]1[CH:34]=[CH:33][CH:32]=[CH:31][CH:30]=1)=[CH:13][CH:12]=2.N. (3) Given the product [NH2:21][C:19]1[O:18][N:17]=[C:16]([C:14]([NH:13][CH2:12][CH2:11][C:5]2[C:4]3[C:8](=[CH:9][CH:10]=[C:2]([Cl:1])[CH:3]=3)[NH:7][CH:6]=2)=[O:15])[CH:20]=1, predict the reactants needed to synthesize it. The reactants are: [Cl:1][C:2]1[CH:3]=[C:4]2[C:8](=[CH:9][CH:10]=1)[NH:7][CH:6]=[C:5]2[CH2:11][CH2:12][NH:13][C:14]([C:16]1[CH:20]=[C:19]([NH:21]C(=O)OC(C)(C)C)[O:18][N:17]=1)=[O:15].FC(F)(F)C(O)=O. (4) Given the product [C:1]([O:5][C:6]([N:8]1[CH2:13][CH2:12][NH:11][CH2:10][C@@H:9]1[C@@H:14]([OH:24])[C@H:15]([N:23]=[C:25]([C:26]1[CH:31]=[CH:30][CH:29]=[CH:28][CH:27]=1)[C:32]1[CH:37]=[CH:36][CH:35]=[CH:34][CH:33]=1)[CH2:16][C:17]1[CH:18]=[CH:19][CH:20]=[CH:21][CH:22]=1)=[O:7])([CH3:4])([CH3:2])[CH3:3], predict the reactants needed to synthesize it. The reactants are: [C:1]([O:5][C:6]([N:8]1[CH2:13][CH2:12][NH:11][CH2:10][C@@H:9]1[C@@H:14]([OH:24])[C@H:15]([NH2:23])[CH2:16][C:17]1[CH:22]=[CH:21][CH:20]=[CH:19][CH:18]=1)=[O:7])([CH3:4])([CH3:3])[CH3:2].[C:25](=N)([C:32]1[CH:37]=[CH:36][CH:35]=[CH:34][CH:33]=1)[C:26]1[CH:31]=[CH:30][CH:29]=[CH:28][CH:27]=1. (5) Given the product [CH3:63][C@@H:64]1[C@H:82]([OH:83])[C@@H:81]([CH3:84])[C:79](=[O:80])[C:78]([CH3:85])([CH3:86])[C@@H:77]([OH:87])[CH2:76][C:74](=[O:75])[O:73][C@H:72](/[C:88](/[CH3:96])=[CH:89]/[C:90]2[N:94]=[C:93]([CH3:95])[S:92][CH:91]=2)[CH2:71][C@@H:69]2[O:70][C@:68]2([CH3:1])[CH2:67][CH2:66][CH2:65]1, predict the reactants needed to synthesize it. The reactants are: [CH3:1]C1[C@@H](OC([C@H](O)[C@@H](NC(C2C=CC=CC=2)=O)C2C=CC=CC=2)=O)C[C@]2(O)C(C)(C)C=1[C@@H](OC(C)=O)C([C@@]1(C)[C@H]([C@@H]2OC(C2C=CC=CC=2)=O)[C@]2(OC(C)=O)CO[C@@H]2C[C@@H]1O)=O.[CH3:63][C@@H:64]1[C@H:82]([OH:83])[C@@H:81]([CH3:84])[C:79](=[O:80])[C:78]([CH3:86])([CH3:85])[C@@H:77]([OH:87])[CH2:76][C:74](=[O:75])[O:73][C@H:72](/[C:88](/[CH3:96])=[CH:89]/[C:90]2[N:94]=[C:93]([CH3:95])[S:92][CH:91]=2)[CH2:71][C@@H:69]2[O:70][C@@H:68]2[CH2:67][CH2:66][CH2:65]1.C[C@H]1O[C@H]2[C@H](O)[C@@H](O)[C@H](O[C@@H]3C4C(=CC5OCOC=5C=4)[C@@H](C4C=C(OC)C(O)=C(OC)C=4)[C@@H]4[C@@H]3COC4=O)O[C@@H]2CO1. (6) Given the product [CH3:24][N:25]1[CH2:30][CH2:29][N:28]([CH2:22][C:5]2[C:6]([OH:20])=[C:7]3[C:8](=[C:3]([O:2][CH3:1])[C:4]=2[OH:21])[O:9][C:10]([C:14]2[CH:19]=[CH:18][CH:17]=[CH:16][CH:15]=2)=[CH:11][C:12]3=[O:13])[CH2:27][CH2:26]1, predict the reactants needed to synthesize it. The reactants are: [CH3:1][O:2][C:3]1[C:4]([OH:21])=[CH:5][C:6]([OH:20])=[C:7]2[C:12](=[O:13])[CH:11]=[C:10]([C:14]3[CH:15]=[CH:16][CH:17]=[CH:18][CH:19]=3)[O:9][C:8]=12.[CH2:22]=O.[CH3:24][N:25]1[CH2:30][CH2:29][NH:28][CH2:27][CH2:26]1. (7) Given the product [F:1][C:2]1[C:3]([N+:12]([O-:14])=[O:13])=[CH:4][C:5]([O:10][CH3:11])=[C:6]([CH:7]=1)[CH:8]=[O:24], predict the reactants needed to synthesize it. The reactants are: [F:1][C:2]1[CH:7]=[C:6]([CH:8]=C)[C:5]([O:10][CH3:11])=[CH:4][C:3]=1[N+:12]([O-:14])=[O:13].N1C(C)=CC=CC=1C.I([O-])(=O)(=O)=[O:24].[Na+]. (8) Given the product [Br:1][C:2]1[C:3]2[CH:11]=[CH:10][N:9]([S:12]([C:15]3[CH:20]=[CH:19][C:18]([CH3:21])=[CH:17][CH:16]=3)(=[O:14])=[O:13])[C:4]=2[C:5](=[O:8])[N:6]([CH2:23][C:24]#[N:25])[CH:7]=1, predict the reactants needed to synthesize it. The reactants are: [Br:1][C:2]1[CH:7]=[N:6][C:5]([OH:8])=[C:4]2[N:9]([S:12]([C:15]3[CH:20]=[CH:19][C:18]([CH3:21])=[CH:17][CH:16]=3)(=[O:14])=[O:13])[CH:10]=[CH:11][C:3]=12.Br[CH2:23][C:24]#[N:25]. (9) Given the product [C:16]1([O:15][C:13](=[O:14])[NH:12][C:11]2[S:22][N:25]=[C:9]([O:8][CH2:1][C:2]3[CH:7]=[CH:6][CH:5]=[CH:4][CH:3]=3)[C:10]=2[C:23]#[N:24])[CH:21]=[CH:20][CH:19]=[CH:18][CH:17]=1, predict the reactants needed to synthesize it. The reactants are: [CH2:1]([O:8][C:9](=[NH:25])[C:10]([C:23]#[N:24])=[C:11]([SH:22])[NH:12][C:13]([O:15][C:16]1[CH:21]=[CH:20][CH:19]=[CH:18][CH:17]=1)=[O:14])[C:2]1[CH:7]=[CH:6][CH:5]=[CH:4][CH:3]=1.N1C=CC=CC=1.BrBr.O.